This data is from Catalyst prediction with 721,799 reactions and 888 catalyst types from USPTO. The task is: Predict which catalyst facilitates the given reaction. (1) Reactant: O[CH:2]([C:4]1[CH:21]=[CH:20][C:7]2/[C:8](=[CH:17]/[C:18]#[N:19])/[C:9]3[CH:16]=[CH:15][CH:14]=[CH:13][C:10]=3[CH2:11][CH2:12][C:6]=2[CH:5]=1)[CH3:3].B(Br)(Br)Br.[CH2:26]([C:29]1[NH:30][C:31]2[C:37]([CH3:38])=[CH:36][CH:35]=[CH:34][C:32]=2[N:33]=1)[CH2:27][CH3:28].C(=O)([O-])[O-].[K+].[K+]. The catalyst class is: 46. Product: [CH2:26]([C:29]1[N:33]([CH:2]([C:4]2[CH:21]=[CH:20][C:7]3/[C:8](=[CH:17]/[C:18]#[N:19])/[C:9]4[CH:16]=[CH:15][CH:14]=[CH:13][C:10]=4[CH2:11][CH2:12][C:6]=3[CH:5]=2)[CH3:3])[C:32]2[CH:34]=[CH:35][CH:36]=[C:37]([CH3:38])[C:31]=2[N:30]=1)[CH2:27][CH3:28]. (2) Reactant: [CH3:1][N:2]([CH3:10])[C:3]1[CH:8]=[CH:7][C:6]([NH2:9])=[CH:5][CH:4]=1.P(=O)(O)(O)O.[N+]([O-])(O)=O.[N:20]([O-])=O.[Na+].[CH3:24][C:25](=[O:30])[CH2:26][C:27](=[O:29])[CH3:28].C([O-])(=O)C.[K+].C([O-])([O-])=O.[Na+].[Na+]. Product: [CH3:1][N:2]([CH3:10])[C:3]1[CH:8]=[CH:7][C:6]([NH:9][N:20]=[C:26]([C:25](=[O:30])[CH3:24])[C:27](=[O:29])[CH3:28])=[CH:5][CH:4]=1. The catalyst class is: 8. (3) Reactant: [N:1]([CH2:4][C:5]1[N:6]=[CH:7][N:8]([C:10]2[CH:15]=[CH:14][C:13]([I:16])=[CH:12][CH:11]=2)[CH:9]=1)=[N+]=[N-]. Product: [I:16][C:13]1[CH:12]=[CH:11][C:10]([N:8]2[CH:9]=[C:5]([CH2:4][NH2:1])[N:6]=[CH:7]2)=[CH:15][CH:14]=1. The catalyst class is: 94. (4) Reactant: [CH3:1][O:2][C:3]1[CH:8]=[CH:7][N:6]=[C:5]([C:9]2[N:13]3[CH2:14][C@H:15]([CH3:19])[NH:16][C:17](=[S:18])[C:12]3=[N:11][N:10]=2)[CH:4]=1.I[CH3:21]. Product: [CH3:1][O:2][C:3]1[CH:8]=[CH:7][N:6]=[C:5]([C:9]2[N:13]3[CH2:14][C@H:15]([CH3:19])[N:16]=[C:17]([S:18][CH3:21])[C:12]3=[N:11][N:10]=2)[CH:4]=1. The catalyst class is: 2. (5) Reactant: N[C:2]1[C:9]([Br:10])=[CH:8][C:7]([CH2:11][CH2:12][CH3:13])=[CH:6][C:3]=1[C:4]#[N:5].C(I)[I:15].N(OC(C)(C)C)=O.C(Cl)Cl. Product: [Br:10][C:9]1[C:2]([I:15])=[C:3]([CH:6]=[C:7]([CH2:11][CH2:12][CH3:13])[CH:8]=1)[C:4]#[N:5]. The catalyst class is: 23. (6) The catalyst class is: 7. Product: [OH:18][CH:19]1[CH2:22][N:21]([C:23]2[S:24][CH:25]=[C:26]([C:28](=[O:54])[NH:29][C@H:30]([CH2:35][OH:36])[CH2:31][CH:32]([CH3:34])[CH3:33])[N:27]=2)[CH2:20]1. Reactant: [Si]([O:18][CH:19]1[CH2:22][N:21]([C:23]2[S:24][CH:25]=[C:26]([C:28](=[O:54])[NH:29][C@H:30]([CH2:35][O:36][Si](C(C)(C)C)(C3C=CC=CC=3)C3C=CC=CC=3)[CH2:31][CH:32]([CH3:34])[CH3:33])[N:27]=2)[CH2:20]1)(C(C)(C)C)(C1C=CC=CC=1)C1C=CC=CC=1.[F-].C([N+](CCCC)(CCCC)CCCC)CCC.